Task: Regression. Given a peptide amino acid sequence and an MHC pseudo amino acid sequence, predict their binding affinity value. This is MHC class II binding data.. Dataset: Peptide-MHC class II binding affinity with 134,281 pairs from IEDB (1) The peptide sequence is RWFHERGYVKLEGRV. The MHC is DRB1_0301 with pseudo-sequence DRB1_0301. The binding affinity (normalized) is 0.399. (2) The MHC is HLA-DQA10601-DQB10402 with pseudo-sequence HLA-DQA10601-DQB10402. The peptide sequence is AMTDTTPFGQQRVFK. The binding affinity (normalized) is 0.338. (3) The binding affinity (normalized) is 0.423. The peptide sequence is GELQIWDKIDAAFKI. The MHC is DRB1_0802 with pseudo-sequence DRB1_0802. (4) The binding affinity (normalized) is 0.819. The MHC is HLA-DQA10301-DQB10302 with pseudo-sequence HLA-DQA10301-DQB10302. The peptide sequence is KISGEWYSIFLASDVK. (5) The peptide sequence is TILIKKYNLNRAMML. The MHC is H-2-IAb with pseudo-sequence H-2-IAb. The binding affinity (normalized) is 0.441. (6) The peptide sequence is CKKYFAATQFEPLAA. The MHC is HLA-DPA10201-DPB10101 with pseudo-sequence HLA-DPA10201-DPB10101. The binding affinity (normalized) is 0.876.